The task is: Predict the product of the given reaction.. This data is from Forward reaction prediction with 1.9M reactions from USPTO patents (1976-2016). (1) Given the reactants [Cl:1][C:2]1[CH:7]=[CH:6][C:5]([N+:8]([O-])=O)=[C:4]([O:11][CH3:12])[CH:3]=1, predict the reaction product. The product is: [Cl:1][C:2]1[CH:7]=[CH:6][C:5]([NH2:8])=[C:4]([O:11][CH3:12])[CH:3]=1. (2) Given the reactants [CH:1]12[O:8][CH:5]([CH2:6][CH2:7]1)[CH2:4][C:3](=[O:9])[CH2:2]2.[H-].[Al+3].[Li+].[H-].[H-].[H-].O.O.O.O.O.O.O.O.O.O.S([O-])([O-])(=O)=O.[Na+].[Na+], predict the reaction product. The product is: [CH:5]12[O:8][CH:1]([CH2:7][CH2:6]1)[CH2:2][CH:3]([OH:9])[CH2:4]2. (3) Given the reactants [OH:1][CH2:2][C:3]1[CH:11]=[C:10]2[C:6]([C:7]([CH3:15])([CH3:14])[C:8](=[O:13])[N:9]2[CH3:12])=[CH:5][CH:4]=1, predict the reaction product. The product is: [CH3:12][N:9]1[C:10]2[C:6](=[CH:5][CH:4]=[C:3]([CH:2]=[O:1])[CH:11]=2)[C:7]([CH3:14])([CH3:15])[C:8]1=[O:13].